Task: Regression. Given two drug SMILES strings and cell line genomic features, predict the synergy score measuring deviation from expected non-interaction effect.. Dataset: NCI-60 drug combinations with 297,098 pairs across 59 cell lines (1) Drug 1: C1=CN(C=N1)CC(O)(P(=O)(O)O)P(=O)(O)O. Drug 2: C1=NC2=C(N1)C(=S)N=CN2. Cell line: SK-OV-3. Synergy scores: CSS=29.3, Synergy_ZIP=-1.04, Synergy_Bliss=3.52, Synergy_Loewe=-6.79, Synergy_HSA=3.34. (2) Drug 2: C1=NC2=C(N1)C(=S)N=CN2. Cell line: M14. Drug 1: CCC1=CC2CC(C3=C(CN(C2)C1)C4=CC=CC=C4N3)(C5=C(C=C6C(=C5)C78CCN9C7C(C=CC9)(C(C(C8N6C)(C(=O)OC)O)OC(=O)C)CC)OC)C(=O)OC.C(C(C(=O)O)O)(C(=O)O)O. Synergy scores: CSS=24.4, Synergy_ZIP=-8.52, Synergy_Bliss=-10.7, Synergy_Loewe=-13.1, Synergy_HSA=-8.01. (3) Drug 1: CC1=CC=C(C=C1)C2=CC(=NN2C3=CC=C(C=C3)S(=O)(=O)N)C(F)(F)F. Drug 2: C1=CC=C(C(=C1)C(C2=CC=C(C=C2)Cl)C(Cl)Cl)Cl. Cell line: OVCAR-4. Synergy scores: CSS=-2.10, Synergy_ZIP=0.549, Synergy_Bliss=1.73, Synergy_Loewe=-2.01, Synergy_HSA=-1.60.